From a dataset of Catalyst prediction with 721,799 reactions and 888 catalyst types from USPTO. Predict which catalyst facilitates the given reaction. (1) Reactant: [CH2:1]([NH:8][C@H:9]([CH3:12])[CH2:10][OH:11])[C:2]1[CH:7]=[CH:6][CH:5]=[CH:4][CH:3]=1.[Cl:13][CH2:14][C:15](Cl)=[O:16].O. Product: [CH2:1]([N:8]([C@H:9]([CH3:12])[CH2:10][OH:11])[C:15](=[O:16])[CH2:14][Cl:13])[C:2]1[CH:7]=[CH:6][CH:5]=[CH:4][CH:3]=1. The catalyst class is: 4. (2) The catalyst class is: 6. Reactant: C1(C)C=CC=CC=1.[Cl:8][C:9]1[CH:16]=[CH:15][C:14]([C:17]([F:20])([F:19])[F:18])=[CH:13][C:10]=1[CH2:11][NH2:12].[F:21][C:22]([F:36])([F:35])[C:23]1[CH:24]=[C:25]([CH:28]=[C:29]([C:31]([F:34])([F:33])[F:32])[CH:30]=1)[CH:26]=O.C1(C)C=CC(S(N)(=O)=O)=CC=1. Product: [F:21][C:22]([F:35])([F:36])[C:23]1[CH:24]=[C:25]([CH:28]=[C:29]([C:31]([F:34])([F:32])[F:33])[CH:30]=1)[CH:26]=[N:12][CH2:11][C:10]1[CH:13]=[C:14]([C:17]([F:18])([F:19])[F:20])[CH:15]=[CH:16][C:9]=1[Cl:8]. (3) Reactant: [Cl:1][C:2]1[CH:7]=[CH:6][C:5]([OH:8])=[CH:4][C:3]=1[N+:9]([O-:11])=[O:10].Cl[CH2:13][CH2:14][CH:15]1[CH2:20][CH2:19][NH:18][CH2:17][CH2:16]1.C([O-])([O-])=O.[Cs+].[Cs+]. Product: [Cl:1][C:2]1[CH:7]=[CH:6][C:5]([O:8][CH2:13][CH2:14][CH:15]2[CH2:20][CH2:19][NH:18][CH2:17][CH2:16]2)=[CH:4][C:3]=1[N+:9]([O-:11])=[O:10]. The catalyst class is: 9. (4) Reactant: [CH3:1][O:2][CH2:3][O:4][C:5]1[CH:10]=[CH:9][C:8]([C:11]2[N:16]=[C:15]3[N:17]([CH:21]4[CH2:26][CH2:25][CH2:24][CH2:23][O:22]4)[N:18]=[C:19]([CH3:20])[C:14]3=[C:13]([CH2:27]OS(C)(=O)=O)[CH:12]=2)=[CH:7][CH:6]=1.[CH3:33][CH:34]1[CH2:39][NH:38][C:37]([CH3:41])([CH3:40])[CH2:36][N:35]1[CH2:42][C:43]1[CH:44]=[N:45][CH:46]=[CH:47][CH:48]=1.CCN(C(C)C)C(C)C. Product: [CH3:1][O:2][CH2:3][O:4][C:5]1[CH:6]=[CH:7][C:8]([C:11]2[N:16]=[C:15]3[N:17]([CH:21]4[CH2:26][CH2:25][CH2:24][CH2:23][O:22]4)[N:18]=[C:19]([CH3:20])[C:14]3=[C:13]([CH2:27][N:38]3[CH2:39][CH:34]([CH3:33])[N:35]([CH2:42][C:43]4[CH:44]=[N:45][CH:46]=[CH:47][CH:48]=4)[CH2:36][C:37]3([CH3:40])[CH3:41])[CH:12]=2)=[CH:9][CH:10]=1. The catalyst class is: 375. (5) Reactant: CS(O[CH2:6][CH2:7][C@@H:8]1[CH2:13][N:12]([C:14]([O:16][CH2:17][C:18]2[CH:23]=[CH:22][CH:21]=[CH:20][CH:19]=2)=[O:15])[CH2:11][CH2:10][N:9]1[C:24]([O:26][C:27]([CH3:30])([CH3:29])[CH3:28])=[O:25])(=O)=O.[CH3:31][C:32]1[NH:36][N:35]=[C:34]([C:37]([O:39][CH2:40][CH3:41])=[O:38])[CH:33]=1.C(=O)([O-])[O-].[K+].[K+].CN(C=O)C. Product: [CH2:40]([O:39][C:37]([C:34]1[CH:33]=[C:32]([CH3:31])[N:36]([CH2:6][CH2:7][C@@H:8]2[CH2:13][N:12]([C:14]([O:16][CH2:17][C:18]3[CH:23]=[CH:22][CH:21]=[CH:20][CH:19]=3)=[O:15])[CH2:11][CH2:10][N:9]2[C:24]([O:26][C:27]([CH3:28])([CH3:30])[CH3:29])=[O:25])[N:35]=1)=[O:38])[CH3:41]. The catalyst class is: 6. (6) The catalyst class is: 13. Product: [F:8][C:9]1[CH:10]=[C:11]([C@H:15]([N:17]2[CH2:22][CH2:21][CH2:20]/[C:19](=[CH:24]\[C:25]3[CH:30]=[CH:29][C:28]([N:31]4[CH:35]=[C:34]([CH3:36])[N:33]=[CH:32]4)=[C:27]([O:37][CH3:38])[CH:26]=3)/[C:18]2=[O:39])[CH3:16])[CH:12]=[CH:13][CH:14]=1. Reactant: [H-].[Na+].CN(C=O)C.[F:8][C:9]1[CH:10]=[C:11]([C@@H:15]([NH:17][C:18](=[O:39])[C:19](=[CH:24][C:25]2[CH:30]=[CH:29][C:28]([N:31]3[CH:35]=[C:34]([CH3:36])[N:33]=[CH:32]3)=[C:27]([O:37][CH3:38])[CH:26]=2)[CH2:20][CH2:21][CH2:22]Cl)[CH3:16])[CH:12]=[CH:13][CH:14]=1.O. (7) Reactant: [Cl:1][C:2]1[N:7]=[CH:6][C:5]([CH2:8][C:9]([NH2:11])=O)=[CH:4][CH:3]=1.[H-].[H-].[H-].[H-].[Li+].[Al+3]. Product: [Cl:1][C:2]1[N:7]=[CH:6][C:5]([CH2:8][CH2:9][NH2:11])=[CH:4][CH:3]=1. The catalyst class is: 1.